Dataset: Catalyst prediction with 721,799 reactions and 888 catalyst types from USPTO. Task: Predict which catalyst facilitates the given reaction. (1) Reactant: [C:1]([O:5][C:6](=[O:16])[CH:7]([C:14]#[N:15])[C:8]1[CH:13]=[CH:12][CH:11]=[CH:10][CH:9]=1)([CH3:4])([CH3:3])[CH3:2]. Product: [C:1]([O:5][C:6](=[O:16])[CH:7]([C:8]1[CH:9]=[CH:10][CH:11]=[CH:12][CH:13]=1)[CH2:14][NH2:15])([CH3:4])([CH3:2])[CH3:3]. The catalyst class is: 227. (2) Reactant: O1C=CC=C1C(Cl)=O.[O:9]1[CH:13]=[CH:12][CH:11]=[C:10]1[C:14]([N:16]=[C:17]=[S:18])=[O:15].[CH3:19][O:20][C:21]1[CH:22]=[C:23]2[C:28](=[CH:29][C:30]=1[O:31][CH3:32])[N:27]=[CH:26][CH:25]=[C:24]2[O:33][C:34]1[CH:40]=[CH:39][C:37]([NH2:38])=[C:36]([F:41])[CH:35]=1.C1(C)C=CC=CC=1. Product: [O:9]1[CH:13]=[CH:12][CH:11]=[C:10]1[C:14]([N:16]=[C:17]=[S:18])=[O:15].[CH3:19][O:20][C:21]1[CH:22]=[C:23]2[C:28](=[CH:29][C:30]=1[O:31][CH3:32])[N:27]=[CH:26][CH:25]=[C:24]2[O:33][C:34]1[CH:40]=[CH:39][C:37]([NH:38][C:17]([NH:16][C:14]([C:10]2[O:9][CH:13]=[CH:12][CH:11]=2)=[O:15])=[S:18])=[C:36]([F:41])[CH:35]=1. The catalyst class is: 8. (3) Reactant: [C:1]([C:5]1[CH:6]=[C:7]2[C:12](=[C:13]([F:15])[CH:14]=1)[C:11](=[O:16])[N:10]([C:17]1[N:24]=[CH:23][CH:22]=[C:21](Cl)[C:18]=1[CH:19]=[O:20])[N:9]=[CH:8]2)([CH3:4])([CH3:3])[CH3:2].[CH3:26][O:27][CH2:28][CH2:29][N:30]1[CH2:35][CH2:34][N:33]2[N:36]=[C:37]([NH:39][C:40]3[C:41](=[O:56])[N:42]([CH3:55])[CH:43]=[C:44](B4OC(C)(C)C(C)(C)O4)[CH:45]=3)[CH:38]=[C:32]2[CH2:31]1.[O-]P([O-])([O-])=O.[K+].[K+].[K+].C([O-])(=O)C.[Na+]. Product: [C:1]([C:5]1[CH:6]=[C:7]2[C:12](=[C:13]([F:15])[CH:14]=1)[C:11](=[O:16])[N:10]([C:17]1[N:24]=[CH:23][CH:22]=[C:21]([C:44]3[CH:45]=[C:40]([NH:39][C:37]4[CH:38]=[C:32]5[CH2:31][N:30]([CH2:29][CH2:28][O:27][CH3:26])[CH2:35][CH2:34][N:33]5[N:36]=4)[C:41](=[O:56])[N:42]([CH3:55])[CH:43]=3)[C:18]=1[CH:19]=[O:20])[N:9]=[CH:8]2)([CH3:4])([CH3:3])[CH3:2]. The catalyst class is: 712. (4) Product: [CH3:33][C:13]1[CH:14]=[CH:15][C:16]([NH:18][C:19](=[O:32])[C:20]2[CH:21]=[CH:22][C:23]([N:26]3[CH2:27][CH2:28][O:29][CH2:30][CH2:31]3)=[CH:24][CH:25]=2)=[CH:17][C:12]=1[C:9]1[CH:10]=[CH:11][C:6]([C:4]([OH:5])=[O:3])=[CH:7][CH:8]=1. Reactant: C([O:3][C:4]([C:6]1[CH:11]=[CH:10][C:9]([C:12]2[CH:17]=[C:16]([NH:18][C:19](=[O:32])[C:20]3[CH:25]=[CH:24][C:23]([N:26]4[CH2:31][CH2:30][O:29][CH2:28][CH2:27]4)=[CH:22][CH:21]=3)[CH:15]=[CH:14][C:13]=2[CH3:33])=[CH:8][CH:7]=1)=[O:5])C. The catalyst class is: 464. (5) Product: [Cl:23][C:4]1[N:3]=[C:2]([NH:1][C:77]2[CH:82]=[C:81]([F:83])[CH:80]=[CH:79][C:78]=2[N+:84]([O-:86])=[O:85])[N:10]=[C:9]2[C:5]=1[NH:6][C:7](=[O:22])[N:8]2[C@H:11]1[C:20]2[C:15](=[C:16]([F:21])[CH:17]=[CH:18][CH:19]=2)[O:14][CH2:13][CH2:12]1. The catalyst class is: 222. Reactant: [NH2:1][C:2]1[N:10]=[C:9]2[C:5]([NH:6][C:7](=[O:22])[N:8]2[C@H:11]2[C:20]3[C:15](=[C:16]([F:21])[CH:17]=[CH:18][CH:19]=3)[O:14][CH2:13][CH2:12]2)=[C:4]([Cl:23])[N:3]=1.C(=O)([O-])[O-].[Cs+].[Cs+].C1C=CC(P(C2C(C3C(P(C4C=CC=CC=4)C4C=CC=CC=4)=CC=C4C=3C=CC=C4)=C3C(C=CC=C3)=CC=2)C2C=CC=CC=2)=CC=1.Br[C:77]1[CH:82]=[C:81]([F:83])[CH:80]=[CH:79][C:78]=1[N+:84]([O-:86])=[O:85].